Dataset: HIV replication inhibition screening data with 41,000+ compounds from the AIDS Antiviral Screen. Task: Binary Classification. Given a drug SMILES string, predict its activity (active/inactive) in a high-throughput screening assay against a specified biological target. (1) The result is 0 (inactive). The drug is O=C(Cn1c(C(=O)c2ccccc2)nc2ccccc21)c1ccccc1. (2) The molecule is COc1ccc(-c2nnc(-c3nsc4ccccc34)o2)cc1. The result is 0 (inactive). (3) The molecule is OC1(C#Cc2ccc3c(c2)OCO3)CCCC1NCc1ccccc1. The result is 0 (inactive). (4) The molecule is O=C(O)CSc1nnc(COc2ccc(Cl)cc2)n1-c1ccccc1. The result is 0 (inactive). (5) The result is 0 (inactive). The molecule is Cc1cn(C2CC(N(O)C(N)=O)C(CO)O2)c(=O)[nH]c1=O. (6) The molecule is O=C(NNC(=O)c1ccccc1O)c1ccco1. The result is 0 (inactive).